This data is from Catalyst prediction with 721,799 reactions and 888 catalyst types from USPTO. The task is: Predict which catalyst facilitates the given reaction. (1) Reactant: [CH:1](=O)[C:2]1[CH:7]=[CH:6][C:5]([O:8][CH3:9])=[CH:4][CH:3]=1.[C:11]1([CH2:17][CH2:18][CH2:19][NH2:20])[CH:16]=[CH:15][CH:14]=[CH:13][CH:12]=1.O. Product: [CH3:9][O:8][C:5]1[CH:6]=[CH:7][C:2]([CH:1]=[N:20][CH2:19][CH2:18][CH2:17][C:11]2[CH:16]=[CH:15][CH:14]=[CH:13][CH:12]=2)=[CH:3][CH:4]=1. The catalyst class is: 11. (2) Reactant: Cl[C:2]1[CH:3]=[CH:4][C:5]2[O:14][CH2:13][CH2:12][C:11]3[CH:10]=[C:9]([C:15]4[N:16]([C:20]5[CH:25]=[CH:24][C:23]([F:26])=[CH:22][C:21]=5[F:27])[N:17]=[CH:18][N:19]=4)[S:8][C:7]=3[C:6]=2[N:28]=1.[NH2:29][CH2:30][CH2:31][NH:32][C:33](=[O:35])[CH3:34].CC(C1C=C(C(C)C)C(C2C=CC=CC=2P(C2CCCCC2)C2CCCCC2)=C(C(C)C)C=1)C.CC([O-])(C)C.[Na+]. Product: [F:27][C:21]1[CH:22]=[C:23]([F:26])[CH:24]=[CH:25][C:20]=1[N:16]1[C:15]([C:9]2[S:8][C:7]3[C:6]4[N:28]=[C:2]([NH:29][CH2:30][CH2:31][NH:32][C:33](=[O:35])[CH3:34])[CH:3]=[CH:4][C:5]=4[O:14][CH2:13][CH2:12][C:11]=3[CH:10]=2)=[N:19][CH:18]=[N:17]1. The catalyst class is: 62. (3) Reactant: [Cl:1][C:2]1[CH:10]=[C:9]([N:11]2[CH2:16][CH2:15][O:14][CH2:13][S:12]2(=[O:18])=[O:17])[CH:8]=[CH:7][C:3]=1[C:4]([OH:6])=O.[NH2:19][C:20]1[CH:21]=[CH:22][C:23]([Cl:34])=[C:24]([NH:26][C:27]([C:29]2[S:30][CH:31]=[CH:32][N:33]=2)=[O:28])[CH:25]=1.CN(C(ON1N=NC2C=CC=NC1=2)=[N+](C)C)C.F[P-](F)(F)(F)(F)F.CCN(C(C)C)C(C)C. Product: [Cl:34][C:23]1[CH:22]=[CH:21][C:20]([NH:19][C:4](=[O:6])[C:3]2[CH:7]=[CH:8][C:9]([N:11]3[CH2:16][CH2:15][O:14][CH2:13][S:12]3(=[O:18])=[O:17])=[CH:10][C:2]=2[Cl:1])=[CH:25][C:24]=1[NH:26][C:27]([C:29]1[S:30][CH:31]=[CH:32][N:33]=1)=[O:28]. The catalyst class is: 31. (4) Reactant: [N-:1]=[N+:2]=[N-:3].[Na+].C(#N)C.[S:8](Cl)([Cl:11])(=[O:10])=[O:9].[NH:13]1[CH:17]=[CH:16][N:15]=[CH:14]1. Product: [ClH:11].[N:13]1([S:8]([N:1]=[N+:2]=[N-:3])(=[O:10])=[O:9])[CH:17]=[CH:16][N:15]=[CH:14]1. The catalyst class is: 13. (5) Reactant: [Cl:1][CH:2]([Cl:24])[C:3]([NH:5][C@H:6]([CH2:22][F:23])[C@H:7]([OH:21])[C:8]1[CH:13]=[CH:12][C:11]([C:14]2[CH:19]=[CH:18][NH:17][C:16](=[O:20])[CH:15]=2)=[CH:10][CH:9]=1)=[O:4].C(=O)([O-])[O-].[Cs+].[Cs+].Cl[CH2:32][C:33]#[N:34]. Product: [Cl:24][CH:2]([Cl:1])[C:3]([NH:5][C@H:6]([CH2:22][F:23])[C@@H:7]([C:8]1[CH:9]=[CH:10][C:11]([C:14]2[CH:19]=[CH:18][N:17]([CH2:32][C:33]#[N:34])[C:16](=[O:20])[CH:15]=2)=[CH:12][CH:13]=1)[OH:21])=[O:4]. The catalyst class is: 35. (6) Reactant: [CH3:1][C@H:2]([O:6][C:7]1[N:15]=[C:14]2[C:10]([N:11]=[C:12]([O:22][CH3:23])[N:13]2C2CCCCO2)=[C:9]([NH2:24])[N:8]=1)[CH2:3][CH2:4][CH3:5].[F:25][C:26]([F:31])([F:30])[C:27]([OH:29])=[O:28]. Product: [F:25][C:26]([F:31])([F:30])[C:27]([OH:29])=[O:28].[CH3:1][C@H:2]([O:6][C:7]1[NH:8][C:9]([NH2:24])=[C:10]2[C:14]([N:15]=1)=[N:13][C:12]([O:22][CH3:23])=[N:11]2)[CH2:3][CH2:4][CH3:5]. The catalyst class is: 5. (7) Reactant: [CH2:1]([C:3]([C:27]1[CH:32]=[CH:31][C:30]([OH:33])=[C:29]([CH3:34])[CH:28]=1)([C:6]1[CH:11]=[CH:10][C:9](/[CH:12]=[CH:13]/[C:14]([CH2:24][CH3:25])([OH:23])[CH2:15][CH2:16][CH2:17]CCCCC)=[C:8]([CH3:26])[CH:7]=1)[CH2:4][CH3:5])[CH3:2].C([O-])([O-])=O.[K+].[K+].C1(C)C=CC(S([CH2:50][C@H:51]2[O:55][C:54](=[O:56])[CH2:53][CH2:52]2)(=O)=O)=CC=1.C(OCC)(=O)C. Product: [CH2:4]([C:3]([C:27]1[CH:32]=[CH:31][C:30]([O:33][CH2:50][C@H:51]2[O:55][C:54](=[O:56])[CH2:53][CH2:52]2)=[C:29]([CH3:34])[CH:28]=1)([C:6]1[CH:11]=[CH:10][C:9](/[CH:12]=[CH:13]/[C:14]([CH2:24][CH3:25])([OH:23])[CH2:15][CH2:16][CH3:17])=[C:8]([CH3:26])[CH:7]=1)[CH2:1][CH3:2])[CH3:5]. The catalyst class is: 3.